The task is: Predict which catalyst facilitates the given reaction.. This data is from Catalyst prediction with 721,799 reactions and 888 catalyst types from USPTO. Reactant: Br[CH2:2][C:3]1[CH:8]=[CH:7][CH:6]=[C:5]([Cl:9])[C:4]=1[O:10][CH3:11].[C-:12]#[N:13].[Na+]. Product: [Cl:9][C:5]1[C:4]([O:10][CH3:11])=[C:3]([CH2:2][C:12]#[N:13])[CH:8]=[CH:7][CH:6]=1. The catalyst class is: 863.